This data is from Peptide-MHC class I binding affinity with 185,985 pairs from IEDB/IMGT. The task is: Regression. Given a peptide amino acid sequence and an MHC pseudo amino acid sequence, predict their binding affinity value. This is MHC class I binding data. (1) The peptide sequence is VLIGGKPDRV. The MHC is HLA-A02:02 with pseudo-sequence HLA-A02:02. The binding affinity (normalized) is 0.802. (2) The peptide sequence is HAFLCLFLL. The MHC is HLA-A68:02 with pseudo-sequence HLA-A68:02. The binding affinity (normalized) is 0.788. (3) The binding affinity (normalized) is 0. The peptide sequence is SDHLLSEML. The MHC is HLA-B45:01 with pseudo-sequence HLA-B45:01. (4) The peptide sequence is SPKFTTSLSL. The MHC is HLA-B35:01 with pseudo-sequence HLA-B35:01. The binding affinity (normalized) is 0.170. (5) The peptide sequence is SCRVKLSAL. The MHC is HLA-A80:01 with pseudo-sequence HLA-A80:01. The binding affinity (normalized) is 0.0847.